From a dataset of Catalyst prediction with 721,799 reactions and 888 catalyst types from USPTO. Predict which catalyst facilitates the given reaction. (1) Reactant: C(OC(=O)[NH:7][C:8]1[CH:13]=[C:12]([N:14]([CH3:16])[CH3:15])[C:11]([C:17]([F:20])([F:19])[F:18])=[CH:10][C:9]=1[NH:21][C:22](=[O:37])[CH2:23][C:24](=O)[C:25]1[CH:30]=[CH:29][CH:28]=[C:27]([N:31]2[CH:35]=[N:34][CH:33]=[N:32]2)[CH:26]=1)(C)(C)C.C(O)(C(F)(F)F)=O. Product: [CH3:15][N:14]([CH3:16])[C:12]1[C:11]([C:17]([F:20])([F:19])[F:18])=[CH:10][C:9]2[NH:21][C:22](=[O:37])[CH2:23][C:24]([C:25]3[CH:30]=[CH:29][CH:28]=[C:27]([N:31]4[CH:35]=[N:34][CH:33]=[N:32]4)[CH:26]=3)=[N:7][C:8]=2[CH:13]=1. The catalyst class is: 2. (2) The catalyst class is: 8. Product: [F:22][C:2]([F:23])([F:1])[C:3]1[CH:17]=[C:16]([C:18]([F:21])([F:19])[F:20])[CH:15]=[CH:14][C:4]=1[CH2:5][N:6]1[CH2:7][CH2:8][CH:9](/[CH:12]=[C:29]2\[C:25]([NH:24][CH3:40])=[N:26][C:27](=[O:31])[N:28]\2[CH3:30])[CH2:10][CH2:11]1. Reactant: [F:1][C:2]([F:23])([F:22])[C:3]1[CH:17]=[C:16]([C:18]([F:21])([F:20])[F:19])[CH:15]=[CH:14][C:4]=1[CH2:5][N:6]1[CH2:11][CH2:10][CH:9]([CH:12]=O)[CH2:8][CH2:7]1.[NH:24]=[C:25]1[CH2:29][N:28]([CH3:30])[C:27](=[O:31])[N:26]1C(C1C=CC=CC=1)=O.[CH3:40]C(C)([O-])C.[K+].[Cl-].[NH4+]. (3) Reactant: Cl[CH2:2][C:3]([N:5]1[CH2:10][CH2:9][O:8][CH2:7][CH2:6]1)=[O:4].[C:11]([NH:18][C@H:19]([C:29]([OH:31])=[O:30])[CH2:20][O:21][CH2:22][C:23]1[CH:28]=[CH:27][CH:26]=[CH:25][CH:24]=1)([O:13][C:14]([CH3:17])([CH3:16])[CH3:15])=[O:12].C(N(CC)CC)C.[I-].[Na+]. Product: [O:8]1[CH2:9][CH2:10][N:5]([C:3]([CH2:2][O:31][C:29](=[O:30])[C@H:19]([CH2:20][O:21][CH2:22][C:23]2[CH:24]=[CH:25][CH:26]=[CH:27][CH:28]=2)[NH:18][C:11]([O:13][C:14]([CH3:16])([CH3:15])[CH3:17])=[O:12])=[O:4])[CH2:6][CH2:7]1. The catalyst class is: 42.